From a dataset of Forward reaction prediction with 1.9M reactions from USPTO patents (1976-2016). Predict the product of the given reaction. (1) Given the reactants C([O:3][C:4]([C:6]1[N:7]=[CH:8][N:9]([C:11]2[CH:12]=[N:13][C:14]3[C:19]([CH:20]=2)=[CH:18][CH:17]=[CH:16][CH:15]=3)[CH:10]=1)=O)C.[H-].C([Al+]CC(C)C)C(C)C.[C@H](O)(C([O-])=O)[C@@H](O)C([O-])=O.[Na+].[K+], predict the reaction product. The product is: [N:13]1[C:14]2[C:19](=[CH:18][CH:17]=[CH:16][CH:15]=2)[CH:20]=[C:11]([N:9]2[CH:10]=[C:6]([CH2:4][OH:3])[N:7]=[CH:8]2)[CH:12]=1. (2) Given the reactants C(OC(=O)COC1C=CC(Cl)=CC=1C#CC1C=CC=C(S(CCC)(=O)=O)C=1)(C)(C)C.[C:31]([O:35][C:36](=[O:48])[CH2:37][O:38][C:39]1[CH:44]=[CH:43][C:42]([Cl:45])=[CH:41][C:40]=1[C:46]#[CH:47])([CH3:34])([CH3:33])[CH3:32].Br[C:50]1[CH:51]=[C:52]([S:57]([N:60]2[CH2:65][CH2:64][CH2:63][CH2:62][CH:61]2[CH3:66])(=[O:59])=[O:58])[CH:53]=[CH:54][C:55]=1[CH3:56], predict the reaction product. The product is: [C:31]([O:35][C:36](=[O:48])[CH2:37][O:38][C:39]1[CH:44]=[CH:43][C:42]([Cl:45])=[CH:41][C:40]=1[C:46]#[C:47][C:50]1[CH:51]=[C:52]([S:57]([N:60]2[CH2:65][CH2:64][CH2:63][CH2:62][CH:61]2[CH3:66])(=[O:58])=[O:59])[CH:53]=[CH:54][C:55]=1[CH3:56])([CH3:34])([CH3:33])[CH3:32]. (3) Given the reactants C([C:6]1[CH:7]=[C:8]([CH:14]=CC=1C(=O)CCC)[CH2:9][CH2:10][C:11]([OH:13])=[O:12])(=O)CCC.CN([CH:25]=[O:26])C.[C:27](Cl)(=[O:31])[C:28](Cl)=[O:29].NC1S[CH:36]=[C:37]([C:39]2C=CC(Cl)=CC=2)N=1.Cl[CH2:47]Cl, predict the reaction product. The product is: [C:11]([CH2:10][CH2:9][C:8]1[CH:7]=[CH:6][C:28]([O:29][C:25](=[O:26])[CH2:36][CH2:37][CH3:39])=[C:27]([O:31][CH3:47])[CH:14]=1)([OH:13])=[O:12]. (4) The product is: [CH2:33]([N:19]([CH2:28][CH3:29])[C:20](=[O:24])[C:21]([C:22]#[N:23])=[CH:7][C:6]1[CH:9]=[C:10]([N+:13]([O-:15])=[O:14])[C:11]([OH:12])=[C:4]([O:3][CH2:1][CH3:2])[CH:5]=1)[CH3:34]. Given the reactants [CH2:1]([O:3][C:4]1[CH:5]=[C:6]([CH:9]=[C:10]([N+:13]([O-:15])=[O:14])[C:11]=1[OH:12])[CH:7]=O)[CH3:2].C(N[N:19](NCC)[C:20](=[O:24])[CH2:21][C:22]#[N:23])C.[C:28](O)(=O)[CH3:29].N1CCC[CH2:34][CH2:33]1, predict the reaction product.